Dataset: NCI-60 drug combinations with 297,098 pairs across 59 cell lines. Task: Regression. Given two drug SMILES strings and cell line genomic features, predict the synergy score measuring deviation from expected non-interaction effect. (1) Drug 1: CN(C)C1=NC(=NC(=N1)N(C)C)N(C)C. Drug 2: C1=NC2=C(N1)C(=S)N=C(N2)N. Cell line: HCT116. Synergy scores: CSS=31.9, Synergy_ZIP=-0.0221, Synergy_Bliss=-3.19, Synergy_Loewe=-32.0, Synergy_HSA=-3.32. (2) Drug 1: CC(C1=C(C=CC(=C1Cl)F)Cl)OC2=C(N=CC(=C2)C3=CN(N=C3)C4CCNCC4)N. Cell line: U251. Drug 2: CN(C)N=NC1=C(NC=N1)C(=O)N. Synergy scores: CSS=6.66, Synergy_ZIP=-3.37, Synergy_Bliss=0.264, Synergy_Loewe=-0.356, Synergy_HSA=0.285. (3) Drug 1: CC1=CC2C(CCC3(C2CCC3(C(=O)C)OC(=O)C)C)C4(C1=CC(=O)CC4)C. Drug 2: C(CC(=O)O)C(=O)CN.Cl. Cell line: CCRF-CEM. Synergy scores: CSS=21.2, Synergy_ZIP=-10.3, Synergy_Bliss=-6.94, Synergy_Loewe=-8.02, Synergy_HSA=-5.77.